From a dataset of Forward reaction prediction with 1.9M reactions from USPTO patents (1976-2016). Predict the product of the given reaction. The product is: [F:26][C:27]1[CH:28]=[CH:29][C:30]2[N:31]([CH:33]=[C:34]([CH:36]([NH:37][C:38]3[CH:43]=[CH:42][CH:41]=[C:40]([O:44][CH3:45])[CH:39]=3)[C:8]([C:10]3[C:18]4[C:13](=[CH:14][CH:15]=[CH:16][CH:17]=4)[NH:12][CH:11]=3)=[O:9])[N:35]=2)[CH:32]=1. Given the reactants C(N(CC)CC)C.[CH:8]([C:10]1[C:18]2[C:13](=[CH:14][CH:15]=[CH:16][CH:17]=2)[N:12](C(OC(C)(C)C)=O)[CH:11]=1)=[O:9].[F:26][C:27]1[CH:28]=[CH:29][C:30]2[N:31]([CH:33]=[C:34]([CH:36]=[N:37][C:38]3[CH:43]=[CH:42][CH:41]=[C:40]([O:44][CH3:45])[CH:39]=3)[N:35]=2)[CH:32]=1, predict the reaction product.